Dataset: Catalyst prediction with 721,799 reactions and 888 catalyst types from USPTO. Task: Predict which catalyst facilitates the given reaction. Reactant: [CH:1]1[CH2:8][CH2:7][CH:6]=[CH:5][CH2:4][CH2:3][CH:2]=1.N(C(C(C)C)C#N)=NC(C(C)C)C#N.[CH:23]1([PH2:28])[CH2:27][CH2:26][CH2:25][CH2:24]1.CC(N=NC(C#N)(C)C)(C#N)C. Product: [CH:23]1([P:28]2[CH:5]3[CH2:6][CH2:7][CH2:8][CH:1]2[CH2:2][CH2:3][CH2:4]3)[CH2:27][CH2:26][CH2:25][CH2:24]1.[CH:23]1([P:28]2[CH:6]3[CH2:7][CH2:8][CH:1]2[CH2:2][CH2:3][CH2:4][CH2:5]3)[CH2:27][CH2:26][CH2:25][CH2:24]1. The catalyst class is: 11.